From a dataset of Forward reaction prediction with 1.9M reactions from USPTO patents (1976-2016). Predict the product of the given reaction. (1) The product is: [N:32]1([CH2:31][CH2:30][CH2:29][O:28][C:25]2[CH:24]=[CH:23][C:22]([C:9]3[CH2:14][CH2:13][NH:12][CH2:11][CH:10]=3)=[CH:27][CH:26]=2)[CH2:37][CH2:36][CH2:35][CH2:34][CH2:33]1. Given the reactants FC(F)(F)C(O)=O.O[C:9]1([C:22]2[CH:27]=[CH:26][C:25]([O:28][CH2:29][CH2:30][CH2:31][N:32]3[CH2:37][CH2:36][CH2:35][CH2:34][CH2:33]3)=[CH:24][CH:23]=2)[CH2:14][CH2:13][N:12](C(OC(C)(C)C)=O)[CH2:11][CH2:10]1, predict the reaction product. (2) Given the reactants C[O:2][CH:3]=[C:4]1[CH2:9][CH2:8][C:7]([CH3:11])([CH3:10])[CH2:6][CH2:5]1, predict the reaction product. The product is: [CH3:10][C:7]1([CH3:11])[CH2:8][CH2:9][CH:4]([CH:3]=[O:2])[CH2:5][CH2:6]1. (3) Given the reactants Cl.[NH2:2][C@@H:3]1[CH2:12][CH2:11][CH2:10][C:9]2[C:8]([C:13]3[S:17][C:16]([C:18]4[CH:19]=[CH:20][C:21]([O:26][CH:27]([CH3:29])[CH3:28])=[C:22]([CH:25]=4)[C:23]#[N:24])=[N:15][N:14]=3)=[CH:7][CH:6]=[CH:5][C:4]1=2.[CH3:30][S:31]([CH:34]=[CH2:35])(=[O:33])=[O:32], predict the reaction product. The product is: [CH:27]([O:26][C:21]1[CH:20]=[CH:19][C:18]([C:16]2[S:17][C:13]([C:8]3[C:9]4[CH2:10][CH2:11][CH2:12][C@@H:3]([NH:2][CH2:35][CH2:34][S:31]([CH3:30])(=[O:33])=[O:32])[C:4]=4[CH:5]=[CH:6][CH:7]=3)=[N:14][N:15]=2)=[CH:25][C:22]=1[C:23]#[N:24])([CH3:29])[CH3:28]. (4) The product is: [NH2:31][C:29]1[CH:28]=[C:27]([NH:32][C:2]2[N:11]=[C:10]([N:12]3[CH2:16][CH2:15][C@H:14]([NH:17][C:18](=[O:20])[CH3:19])[CH2:13]3)[C:9]3[C:4](=[C:5]([O:21][CH3:22])[CH:6]=[CH:7][CH:8]=3)[N:3]=2)[CH:26]=[C:25]([C:24]([F:23])([F:33])[F:34])[CH:30]=1. Given the reactants Cl[C:2]1[N:11]=[C:10]([N:12]2[CH2:16][CH2:15][C@H:14]([NH:17][C:18](=[O:20])[CH3:19])[CH2:13]2)[C:9]2[C:4](=[C:5]([O:21][CH3:22])[CH:6]=[CH:7][CH:8]=2)[N:3]=1.[F:23][C:24]([F:34])([F:33])[C:25]1[CH:26]=[C:27]([NH2:32])[CH:28]=[C:29]([NH2:31])[CH:30]=1, predict the reaction product. (5) Given the reactants [NH2:1][C:2]1[C:7]([C:8]2[N:17]([C:18]3[CH:23]=[CH:22][C:21]([C:24]4([NH:28][C:29](=[O:35])[O:30][C:31]([CH3:34])(C)C)[CH2:27][CH2:26][CH2:25]4)=[CH:20][CH:19]=3)[C:11]3=[N:12][C:13](Cl)=[CH:14][CH:15]=[C:10]3[N:9]=2)=[CH:6][CH:5]=[CH:4][N:3]=1.CC1(C)C(C)(C)OB([C:44]2[CH:45]=[C:46]([N:50]3[CH2:55][CH2:54][S:53](=O)(=[O:56])[CH2:52][CH2:51]3)[CH:47]=[CH:48][CH:49]=2)O1.[OH-:59].[Na+].CO[CH2:63][CH2:64]OC, predict the reaction product. The product is: [NH2:1][C:2]1[C:7]([C:8]2[N:17]([C:18]3[CH:23]=[CH:22][C:21]([C:24]4([NH:28][C:29](=[O:35])[O:30][CH2:31][CH2:34][CH2:63][CH3:64])[CH2:27][CH2:26][CH2:25]4)=[CH:20][CH:19]=3)[C:11]3=[N:12][C:13]([C:44]4[CH:49]=[CH:48][CH:47]=[C:46]([N:50]5[CH2:55][CH2:54][S:53](=[O:56])(=[O:59])[CH2:52][CH2:51]5)[CH:45]=4)=[CH:14][CH:15]=[C:10]3[N:9]=2)=[CH:6][CH:5]=[CH:4][N:3]=1.